This data is from Peptide-MHC class I binding affinity with 185,985 pairs from IEDB/IMGT. The task is: Regression. Given a peptide amino acid sequence and an MHC pseudo amino acid sequence, predict their binding affinity value. This is MHC class I binding data. (1) The MHC is HLA-B40:13 with pseudo-sequence HLA-B40:13. The peptide sequence is RQLLWRYQI. The binding affinity (normalized) is 0.797. (2) The peptide sequence is SYVMCTGSFK. The MHC is HLA-A33:01 with pseudo-sequence HLA-A33:01. The binding affinity (normalized) is 0.734. (3) The peptide sequence is NESLNTGWL. The MHC is Patr-B2401 with pseudo-sequence Patr-B2401. The binding affinity (normalized) is 0.155. (4) The peptide sequence is YCSTNHLSK. The MHC is HLA-A03:01 with pseudo-sequence HLA-A03:01. The binding affinity (normalized) is 0.0881. (5) The peptide sequence is KLYVPLSRH. The MHC is HLA-A03:01 with pseudo-sequence HLA-A03:01. The binding affinity (normalized) is 0.623.